Dataset: Reaction yield outcomes from USPTO patents with 853,638 reactions. Task: Predict the reaction yield, written as a fraction of the theoretical maximum amount of product (1.0 means a 100% yield; for example, 0.34 means a 34% yield). (1) The reactants are Cl[C:2]1[C:11](=[O:12])[C:10]2[C:5](=[CH:6][CH:7]=[CH:8][CH:9]=2)/[C:4](=[N:13]/[S:14]([C:17]2[S:18][CH:19]=[CH:20][CH:21]=2)(=[O:16])=[O:15])/[CH:3]=1.[CH3:22][NH:23][CH3:24]. The catalyst is C1COCC1. The product is [CH3:22][N:23]([CH3:24])[C:2]1[C:11](=[O:12])[C:10]2[C:5](=[CH:6][CH:7]=[CH:8][CH:9]=2)[C:4](=[N:13][S:14]([C:17]2[S:18][CH:19]=[CH:20][CH:21]=2)(=[O:16])=[O:15])[CH:3]=1. The yield is 1.00. (2) The reactants are [NH:1]1[CH2:4][CH:3]([C:5]2[C:6]([O:11][C:12]3[CH:17]=[CH:16][C:15]([C:18]([C:20]4[NH:24][C:23]5[CH:25]=[CH:26][CH:27]=[CH:28][C:22]=5[N:21]=4)=[O:19])=[CH:14][CH:13]=3)=[N:7][CH:8]=[CH:9][N:10]=2)[CH2:2]1.C(N(CC)CC)C.N1([C:41](=[O:43])[CH3:42])C=CN=C1.C([O-])(O)=O.[Na+]. The catalyst is CN(C=O)C. The product is [NH:24]1[C:23]2[CH:25]=[CH:26][CH:27]=[CH:28][C:22]=2[N:21]=[C:20]1[C:18]([C:15]1[CH:16]=[CH:17][C:12]([O:11][C:6]2[C:5]([CH:3]3[CH2:4][N:1]([C:41](=[O:43])[CH3:42])[CH2:2]3)=[N:10][CH:9]=[CH:8][N:7]=2)=[CH:13][CH:14]=1)=[O:19]. The yield is 0.360. (3) The reactants are [F:1][C:2]1[C:7]([C:8]2[N:9]=[C:10]([N:13]3[CH2:18][CH2:17][N:16]([CH3:19])[CH2:15][CH2:14]3)[S:11][CH:12]=2)=[C:6]([F:20])[CH:5]=[CH:4][C:3]=1[NH:21][S:22]([C:25]1[CH:30]=[C:29]([F:31])[CH:28]=[CH:27][C:26]=1[F:32])(=[O:24])=[O:23].[Br:33]N1C(=O)CCC1=O. The catalyst is C(Cl)Cl. The product is [Br:33][C:12]1[S:11][C:10]([N:13]2[CH2:18][CH2:17][N:16]([CH3:19])[CH2:15][CH2:14]2)=[N:9][C:8]=1[C:7]1[C:2]([F:1])=[C:3]([NH:21][S:22]([C:25]2[CH:30]=[C:29]([F:31])[CH:28]=[CH:27][C:26]=2[F:32])(=[O:23])=[O:24])[CH:4]=[CH:5][C:6]=1[F:20]. The yield is 0.730. (4) The yield is 0.260. The product is [Cl:1][C:2]1[CH:6]=[N:5][N:4]([CH3:7])[C:3]=1[C:8]1[CH:9]=[C:10]([NH:16][C:25]([NH:24][C:19]2[CH:20]=[CH:21][CH:22]=[CH:23][C:18]=2[F:17])=[O:26])[CH:11]=[CH:12][C:13]=1[O:14][CH3:15]. No catalyst specified. The reactants are [Cl:1][C:2]1[CH:6]=[N:5][N:4]([CH3:7])[C:3]=1[C:8]1[CH:9]=[C:10]([NH2:16])[CH:11]=[CH:12][C:13]=1[O:14][CH3:15].[F:17][C:18]1[CH:23]=[CH:22][CH:21]=[CH:20][C:19]=1[N:24]=[C:25]=[O:26]. (5) The reactants are [F:1][C:2]1[CH:3]=[C:4]([CH:7]=[CH:8][C:9]=1[OH:10])[C:5]#[N:6].Br[CH2:12][CH2:13][CH2:14][C:15]([O:17][CH2:18][CH3:19])=[O:16].C(=O)([O-])[O-].[K+].[K+]. The catalyst is CN(C=O)C.CCOC(C)=O. The product is [C:5]([C:4]1[CH:7]=[CH:8][C:9]([O:10][CH2:12][CH2:13][CH2:14][C:15]([O:17][CH2:18][CH3:19])=[O:16])=[C:2]([F:1])[CH:3]=1)#[N:6]. The yield is 0.970. (6) The reactants are [Br:1][C:2]1[CH:7]=[CH:6][CH:5]=[C:4]([N+:8]([O-:10])=[O:9])[C:3]=1F.[NH3:12]. The catalyst is CO. The product is [Br:1][C:2]1[CH:7]=[CH:6][CH:5]=[C:4]([N+:8]([O-:10])=[O:9])[C:3]=1[NH2:12]. The yield is 0.913. (7) The reactants are [Br:1][C:2]1[CH:10]=[C:9]([F:11])[C:5]([C:6](O)=[O:7])=[C:4]([F:12])[CH:3]=1.CSC. The catalyst is C1COCC1. The product is [Br:1][C:2]1[CH:3]=[C:4]([F:12])[C:5]([CH2:6][OH:7])=[C:9]([F:11])[CH:10]=1. The yield is 0.952.